This data is from Peptide-MHC class I binding affinity with 185,985 pairs from IEDB/IMGT. The task is: Regression. Given a peptide amino acid sequence and an MHC pseudo amino acid sequence, predict their binding affinity value. This is MHC class I binding data. The peptide sequence is YTFEPHYFY. The MHC is HLA-B15:09 with pseudo-sequence HLA-B15:09. The binding affinity (normalized) is 0.0847.